Dataset: Forward reaction prediction with 1.9M reactions from USPTO patents (1976-2016). Task: Predict the product of the given reaction. (1) Given the reactants [NH2:1][C:2]1[C:11]2[C:6](=[CH:7][C:8]([C:12]([OH:14])=O)=[CH:9][CH:10]=2)[C:5]([Cl:15])=[CH:4][N:3]=1.[CH:16]1([NH2:19])[CH2:18][CH2:17]1.CN(C(ON1N=NC2C=CC=NC1=2)=[N+](C)C)C.F[P-](F)(F)(F)(F)F.CCN(C(C)C)C(C)C, predict the reaction product. The product is: [NH2:1][C:2]1[C:11]2[C:6](=[CH:7][C:8]([C:12]([NH:19][CH:16]3[CH2:18][CH2:17]3)=[O:14])=[CH:9][CH:10]=2)[C:5]([Cl:15])=[CH:4][N:3]=1. (2) Given the reactants C([O:8][C:9]1[C:17]2[N:16]=[C:15]([CH3:18])[N:14]([CH2:19][C:20]([O:22][CH2:23][CH3:24])=[O:21])[C:13]=2[CH:12]=[CH:11][CH:10]=1)C1C=CC=CC=1.[H][H], predict the reaction product. The product is: [OH:8][C:9]1[C:17]2[N:16]=[C:15]([CH3:18])[N:14]([CH2:19][C:20]([O:22][CH2:23][CH3:24])=[O:21])[C:13]=2[CH:12]=[CH:11][CH:10]=1. (3) Given the reactants C([N:3](C(=O)C1C=CC(O)=CC=1)[C:4]1[CH:9]=[C:8]([O:10][CH3:11])[CH:7]=[CH:6][C:5]=1[C@@H:12]1[CH2:21][CH2:20][C:19]2[CH:18]=[C:17]([O:22]C(=O)C(C)(C)C)[CH:16]=[CH:15][C:14]=2[CH2:13]1)C.Cl[CH2:39][C:40]([N:42]([CH2:45][CH3:46])[CH2:43][CH3:44])=O, predict the reaction product. The product is: [CH2:43]([N:42]([CH2:45][CH3:46])[CH2:40][CH2:39][O:10][C:8]1[CH:9]=[CH:4][C:5]([CH2:12][CH2:13][CH2:14][NH:3][C:4]2[CH:9]=[C:8]([O:10][CH3:11])[CH:7]=[CH:6][C:5]=2[C@@H:12]2[CH2:21][CH2:20][C:19]3[CH:18]=[C:17]([OH:22])[CH:16]=[CH:15][C:14]=3[CH2:13]2)=[CH:6][CH:7]=1)[CH3:44]. (4) Given the reactants [CH:1]12[O:6][CH:5]1[CH2:4][N:3]([C:7]([O:9][C:10]([CH3:13])([CH3:12])[CH3:11])=[O:8])[CH2:2]2.[N-:14]=[N+:15]=[N-:16].[Na+].[NH4+].[Cl-].[OH-].[Na+], predict the reaction product. The product is: [N:14]([C@H:1]1[C@H:5]([OH:6])[CH2:4][N:3]([C:7]([O:9][C:10]([CH3:13])([CH3:12])[CH3:11])=[O:8])[CH2:2]1)=[N+:15]=[N-:16]. (5) Given the reactants [CH2:1]([N:8]1[C@@H:13]2[C@H:14]([S:16]([C:19]3[CH:24]=[CH:23][CH:22]=[CH:21][CH:20]=3)(=[O:18])=[O:17])[CH2:15][C@@:9]1([C:30]1[CH:35]=[CH:34][CH:33]=[CH:32][CH:31]=1)[C@@:10]([C:26]#[C:27][CH2:28][OH:29])([OH:25])[CH2:11][CH2:12]2)[C:2]1[CH:7]=[CH:6][CH:5]=[CH:4][CH:3]=1, predict the reaction product. The product is: [CH2:1]([N:8]1[C@@H:13]2[C@H:14]([S:16]([C:19]3[CH:20]=[CH:21][CH:22]=[CH:23][CH:24]=3)(=[O:17])=[O:18])[CH2:15][C@@:9]1([C:30]1[CH:35]=[CH:34][CH:33]=[CH:32][CH:31]=1)[C@@:10](/[CH:26]=[CH:27]\[CH2:28][OH:29])([OH:25])[CH2:11][CH2:12]2)[C:2]1[CH:7]=[CH:6][CH:5]=[CH:4][CH:3]=1. (6) Given the reactants [CH3:1][C:2]1[CH:3]=[C:4]([CH:8]=[C:9]([CH3:39])[C:10]=1[C:11]([NH:13][CH2:14][CH2:15][C@H:16]([N:18]1[CH2:23][CH2:22][CH:21]([N:24]([CH2:31][C:32]2[CH:33]=[N:34][CH:35]=[CH:36][C:37]=2[CH3:38])[C:25]2[CH:30]=[CH:29][CH:28]=[CH:27][CH:26]=2)[CH2:20][CH2:19]1)[CH3:17])=[O:12])[C:5]([OH:7])=O.CCN=C=NCCCN(C)C.C1C=C[C:54]2N(O)N=[N:57][C:55]=2[CH:56]=1.C(N)(C)C.CCN(C(C)C)C(C)C, predict the reaction product. The product is: [CH:55]([NH:57][C:5](=[O:7])[C:4]1[CH:8]=[C:9]([CH3:39])[C:10]([C:11]([NH:13][CH2:14][CH2:15][C@H:16]([N:18]2[CH2:23][CH2:22][CH:21]([N:24]([CH2:31][C:32]3[CH:33]=[N:34][CH:35]=[CH:36][C:37]=3[CH3:38])[C:25]3[CH:30]=[CH:29][CH:28]=[CH:27][CH:26]=3)[CH2:20][CH2:19]2)[CH3:17])=[O:12])=[C:2]([CH3:1])[CH:3]=1)([CH3:56])[CH3:54]. (7) Given the reactants Cl.[CH3:2][C:3]1([NH:9][C:10]([N:12]2[CH:19]3[CH2:20][CH:15]4[O:16][CH:17]([CH2:21][CH:13]2[CH2:14]4)[CH2:18]3)=[O:11])[CH2:8][CH2:7][NH:6][CH2:5][CH2:4]1.[C:22]([C:24]1[CH:29]=[CH:28][C:27](B(O)O)=[CH:26][CH:25]=1)#[N:23].C(Cl)Cl.C(N(CC)CC)C, predict the reaction product. The product is: [C:22]([C:24]1[CH:29]=[CH:28][C:27]([N:6]2[CH2:5][CH2:4][C:3]([NH:9][C:10]([N:12]3[CH:19]4[CH2:20][CH:15]5[O:16][CH:17]([CH2:21][CH:13]3[CH2:14]5)[CH2:18]4)=[O:11])([CH3:2])[CH2:8][CH2:7]2)=[CH:26][CH:25]=1)#[N:23]. (8) Given the reactants [CH2:1]([O:3][C:4]([C:6]1[N:7]([CH3:35])[C:8]([CH2:33][CH3:34])=[C:9]([C:31]#[N:32])[C:10]=1[C:11]1[CH:16]=[CH:15][C:14]([C:17]2[N:21](CC3C=CC(OC)=CC=3)[N:20]=[N:19][N:18]=2)=[CH:13][CH:12]=1)=[O:5])[CH3:2].C(O)(C(F)(F)F)=O, predict the reaction product. The product is: [CH2:1]([O:3][C:4]([C:6]1[N:7]([CH3:35])[C:8]([CH2:33][CH3:34])=[C:9]([C:31]#[N:32])[C:10]=1[C:11]1[CH:12]=[CH:13][C:14]([C:17]2[NH:18][N:19]=[N:20][N:21]=2)=[CH:15][CH:16]=1)=[O:5])[CH3:2]. (9) Given the reactants [C:1]12([C:11]3[CH:27]=[CH:26][C:14]([O:15][CH2:16][C:17]([N:19]4[CH2:24][CH2:23][N:22]([CH3:25])[CH2:21][CH2:20]4)=[O:18])=[CH:13][CH:12]=3)[CH2:10][CH:5]3[CH2:6][CH:7]([CH2:9][CH:3]([CH2:4]3)[CH2:2]1)[CH2:8]2.[C:28]([OH:35])(=[O:34])/[CH:29]=[CH:30]\[C:31]([OH:33])=[O:32], predict the reaction product. The product is: [C:31](/[CH:30]=[CH:29]\[C:28]([O-:35])=[O:34])([OH:33])=[O:32].[C:1]12([C:11]3[CH:27]=[CH:26][C:14]([O:15][CH2:16][C:17]([N:19]4[CH2:24][CH2:23][NH+:22]([CH3:25])[CH2:21][CH2:20]4)=[O:18])=[CH:13][CH:12]=3)[CH2:10][CH:5]3[CH2:6][CH:7]([CH2:9][CH:3]([CH2:4]3)[CH2:2]1)[CH2:8]2. (10) Given the reactants C(Cl)(=O)C(Cl)=O.CS(C)=O.[CH3:11][Si:12]([CH3:27])([CH3:26])[CH2:13][CH2:14][S:15]([N:18]1[CH2:23][CH2:22][CH2:21][CH:20]([CH2:24][OH:25])[CH2:19]1)(=[O:17])=[O:16].C(N(CC)CC)C, predict the reaction product. The product is: [CH3:11][Si:12]([CH3:27])([CH3:26])[CH2:13][CH2:14][S:15]([N:18]1[CH2:23][CH2:22][CH2:21][CH:20]([CH:24]=[O:25])[CH2:19]1)(=[O:17])=[O:16].